This data is from Catalyst prediction with 721,799 reactions and 888 catalyst types from USPTO. The task is: Predict which catalyst facilitates the given reaction. (1) Reactant: [CH2:1]([O:8][C:9]1[CH:17]=[C:16]([CH2:18][N:19]2[CH2:24][CH2:23][O:22][CH2:21][CH2:20]2)[C:15]([C:25]([F:28])([F:27])[F:26])=[CH:14][C:10]=1[C:11]([OH:13])=O)[C:2]1[CH:7]=[CH:6][CH:5]=[CH:4][CH:3]=1.CCN(C(C)C)C(C)C.[Cl:38][C:39]1[CH:40]=[C:41]([CH:43]=[CH:44][CH:45]=1)[NH2:42].ON1C2N=CC=CC=2N=N1.C(Cl)CCl. The catalyst class is: 9. Product: [CH2:1]([O:8][C:9]1[CH:17]=[C:16]([CH2:18][N:19]2[CH2:24][CH2:23][O:22][CH2:21][CH2:20]2)[C:15]([C:25]([F:26])([F:28])[F:27])=[CH:14][C:10]=1[C:11]([NH:42][C:41]1[CH:43]=[CH:44][CH:45]=[C:39]([Cl:38])[CH:40]=1)=[O:13])[C:2]1[CH:7]=[CH:6][CH:5]=[CH:4][CH:3]=1. (2) Reactant: [C:1]([C:3]1[CH:8]=[CH:7][C:6]([O:9][C:10]2[CH:11]=[C:12]3[C:17](=[CH:18][CH:19]=2)[O:16][CH:15]([C:20]2[CH:25]=[CH:24][CH:23]=[CH:22][CH:21]=2)[CH2:14][CH2:13]3)=[C:5]([N+:26]([O-])=O)[CH:4]=1)#[N:2].NC1C=CC=CC=1.C1(C2CCC3C(=CC=C(OC4C=CC=CC=4N)C=3)O2)C=CC=CC=1. Product: [C:1]([C:3]1[CH:8]=[CH:7][C:6]([O:9][C:10]2[CH:11]=[C:12]3[C:17](=[CH:18][CH:19]=2)[O:16][CH:15]([C:20]2[CH:25]=[CH:24][CH:23]=[CH:22][CH:21]=2)[CH2:14][CH2:13]3)=[C:5]([CH:4]=1)[NH2:26])#[N:2]. The catalyst class is: 763. (3) Product: [O:23]1[CH:27]=[CH:26][CH:25]=[C:24]1[CH2:28][N:29]([CH2:30][C:31]1[CH:36]=[CH:35][C:34]([S:37][C:38]([CH3:47])([CH3:46])[C:39]([O:41][C:42]([CH3:45])([CH3:44])[CH3:43])=[O:40])=[CH:33][CH:32]=1)[CH2:8][C:9]1[N:10]=[C:11]([CH2:15][C:16]2[CH:21]=[CH:20][CH:19]=[C:18]([CH3:22])[CH:17]=2)[O:12][C:13]=1[CH3:14]. The catalyst class is: 18. Reactant: C(=O)([O-])[O-].[K+].[K+].Cl[CH2:8][C:9]1[N:10]=[C:11]([CH2:15][C:16]2[CH:21]=[CH:20][CH:19]=[C:18]([CH3:22])[CH:17]=2)[O:12][C:13]=1[CH3:14].[O:23]1[CH:27]=[CH:26][CH:25]=[C:24]1[CH2:28][NH:29][CH2:30][C:31]1[CH:36]=[CH:35][C:34]([S:37][C:38]([CH3:47])([CH3:46])[C:39]([O:41][C:42]([CH3:45])([CH3:44])[CH3:43])=[O:40])=[CH:33][CH:32]=1.C(OCC)(=O)C. (4) Reactant: Cl[C:2]1[C:11]([O:12][CH:13]([CH3:15])[CH3:14])=[C:10]([Cl:16])[C:9]2[C:4](=[CH:5][CH:6]=[C:7]([C:17]([C:25]3[C:26]([CH3:32])=[N:27][C:28]([CH3:31])=[CH:29][CH:30]=3)([C:19]3[N:23]([CH3:24])[N:22]=[N:21][CH:20]=3)[OH:18])[CH:8]=2)[N:3]=1.[C:33](O)(C(F)(F)F)=[O:34].C[O-].[Na+]. Product: [Cl:16][C:10]1[C:9]2[C:4](=[CH:5][CH:6]=[C:7]([C:17]([C:25]3[C:26]([CH3:32])=[N:27][C:28]([CH3:31])=[CH:29][CH:30]=3)([C:19]3[N:23]([CH3:24])[N:22]=[N:21][CH:20]=3)[OH:18])[CH:8]=2)[N:3]=[C:2]([O:34][CH3:33])[C:11]=1[O:12][CH:13]([CH3:15])[CH3:14]. The catalyst class is: 308. (5) Reactant: Cl.[CH3:2][O:3][C:4]([C:6]1[CH:7]=[C:8]([CH:40]=[CH:41][CH:42]=1)[CH2:9][C:10]1([CH2:23][N:24]([C@@H:31]2[CH2:33][C@H:32]2[C:34]2[CH:39]=[CH:38][CH:37]=[CH:36][CH:35]=2)[C:25](=[O:30])[C:26]([F:29])([F:28])[F:27])[CH2:15][CH2:14][N:13](C(OC(C)(C)C)=O)[CH2:12][CH2:11]1)=[O:5]. Product: [C:34]1([C@@H:32]2[CH2:33][C@H:31]2[N:24]([CH2:23][C:10]2([CH2:9][C:8]3[CH:7]=[C:6]([CH:42]=[CH:41][CH:40]=3)[C:4]([O:3][CH3:2])=[O:5])[CH2:15][CH2:14][NH:13][CH2:12][CH2:11]2)[C:25](=[O:30])[C:26]([F:29])([F:27])[F:28])[CH:39]=[CH:38][CH:37]=[CH:36][CH:35]=1. The catalyst class is: 5. (6) Reactant: [Br-:1].[Br-].[Br-].C1([N+](C)(C)C)C=CC=CC=1.C1([N+](C)(C)C)C=CC=CC=1.C1([N+](C)(C)C)C=CC=CC=1.[F:34][C:35]1[C:43]2[CH:42]=[C:41]([C:44](=[O:47])[CH2:45][CH3:46])[S:40][C:39]=2[CH:38]=[CH:37][CH:36]=1. Product: [Br:1][CH:45]([CH3:46])[C:44]([C:41]1[S:40][C:39]2[CH:38]=[CH:37][CH:36]=[C:35]([F:34])[C:43]=2[CH:42]=1)=[O:47]. The catalyst class is: 7. (7) Reactant: [F:1][C:2]([F:11])([C:5]1[CH:10]=[CH:9][CH:8]=[CH:7][CH:6]=1)[CH:3]=O.[C:12]([CH:17]=P(C1C=CC=CC=1)(C1C=CC=CC=1)C1C=CC=CC=1)([O:14][CH2:15][CH3:16])=[O:13]. Product: [F:1][C:2]([F:11])([C:5]1[CH:10]=[CH:9][CH:8]=[CH:7][CH:6]=1)/[CH:3]=[CH:17]/[C:12]([O:14][CH2:15][CH3:16])=[O:13]. The catalyst class is: 1. (8) Reactant: [OH:1][C:2]1[CH:3]=[C:4]([CH:8]=[CH:9][C:10]=1[CH3:11])[C:5]([OH:7])=[O:6].S(=O)(=O)(O)O.[C:17](OC(=O)C)(=[O:19])[CH3:18]. Product: [C:17]([O:1][C:2]1[CH:3]=[C:4]([CH:8]=[CH:9][C:10]=1[CH3:11])[C:5]([OH:7])=[O:6])(=[O:19])[CH3:18]. The catalyst class is: 6.